Dataset: Peptide-MHC class I binding affinity with 185,985 pairs from IEDB/IMGT. Task: Regression. Given a peptide amino acid sequence and an MHC pseudo amino acid sequence, predict their binding affinity value. This is MHC class I binding data. (1) The binding affinity (normalized) is 0.516. The peptide sequence is WMACHSAAF. The MHC is HLA-B15:17 with pseudo-sequence HLA-B15:17. (2) The peptide sequence is LIALSVLAV. The MHC is HLA-A02:01 with pseudo-sequence HLA-A02:01. The binding affinity (normalized) is 0.637. (3) The peptide sequence is PIPVGNIY. The MHC is Mamu-A01 with pseudo-sequence Mamu-A01. The binding affinity (normalized) is 0.166. (4) The peptide sequence is EALEYLSELK. The MHC is HLA-A68:01 with pseudo-sequence HLA-A68:01. The binding affinity (normalized) is 0.570. (5) The binding affinity (normalized) is 0.544. The MHC is HLA-A25:01 with pseudo-sequence HLA-A25:01. The peptide sequence is TTILGLLPM. (6) The peptide sequence is SVDVDIYDAV. The MHC is HLA-A02:01 with pseudo-sequence HLA-A02:01. The binding affinity (normalized) is 0.535. (7) The peptide sequence is GLAGGAATA. The MHC is HLA-A02:16 with pseudo-sequence HLA-A02:16. The binding affinity (normalized) is 0.898. (8) The peptide sequence is STIANSNIIK. The MHC is HLA-A03:01 with pseudo-sequence HLA-A03:01. The binding affinity (normalized) is 0.489. (9) The MHC is HLA-B51:01 with pseudo-sequence HLA-B51:01. The peptide sequence is YPQPQPQY. The binding affinity (normalized) is 0.0869.